From a dataset of Catalyst prediction with 721,799 reactions and 888 catalyst types from USPTO. Predict which catalyst facilitates the given reaction. (1) Product: [NH2:1][C:2]1[C:7]([N+:8]([O-:10])=[O:9])=[C:6]([N:25]2[CH2:26][CH2:27][N:22]([CH2:21][C:20]([NH:19][C:13]3[CH:18]=[CH:17][CH:16]=[CH:15][CH:14]=3)=[O:28])[CH2:23][CH2:24]2)[C:5]([Cl:12])=[CH:4][N:3]=1. Reactant: [NH2:1][C:2]1[C:7]([N+:8]([O-:10])=[O:9])=[C:6](Cl)[C:5]([Cl:12])=[CH:4][N:3]=1.[C:13]1([NH:19][C:20](=[O:28])[CH2:21][N:22]2[CH2:27][CH2:26][NH:25][CH2:24][CH2:23]2)[CH:18]=[CH:17][CH:16]=[CH:15][CH:14]=1.C(N(C(C)C)CC)(C)C. The catalyst class is: 32. (2) Reactant: [Cl:1][C:2]1[CH:3]=[CH:4][C:5]([N+:10]([O-:12])=[O:11])=[C:6]([CH:9]=1)[CH:7]=O.[CH3:13][NH:14][CH3:15].C(O[BH-](OC(=O)C)OC(=O)C)(=O)C.[Na+]. Product: [Cl:1][C:2]1[CH:3]=[CH:4][C:5]([N+:10]([O-:12])=[O:11])=[C:6]([CH:9]=1)[CH2:7][N:14]([CH3:15])[CH3:13]. The catalyst class is: 20. (3) Reactant: [NH2:1][C@@H:2]1[CH2:7][CH2:6][CH2:5][N:4]([C:8]2[CH:16]=[CH:15][C:11]([C:12]([NH2:14])=[O:13])=[C:10]([NH:17][C:18]3[CH:23]=[CH:22][C:21]([C:24]([N:26]4[CH2:31][CH2:30][O:29][CH2:28][CH2:27]4)=[O:25])=[CH:20][CH:19]=3)[N:9]=2)[CH2:3]1.[N:32]([CH:35]([CH3:37])[CH3:36])=[C:33]=[O:34]. Product: [CH:35]([NH:32][C:33](=[O:34])[NH:1][C@@H:2]1[CH2:7][CH2:6][CH2:5][N:4]([C:8]2[CH:16]=[CH:15][C:11]([C:12]([NH2:14])=[O:13])=[C:10]([NH:17][C:18]3[CH:19]=[CH:20][C:21]([C:24]([N:26]4[CH2:31][CH2:30][O:29][CH2:28][CH2:27]4)=[O:25])=[CH:22][CH:23]=3)[N:9]=2)[CH2:3]1)([CH3:37])[CH3:36]. The catalyst class is: 76. (4) Reactant: CC1(C)[O:6][C@@H:5]([CH2:7][N:8]2[CH2:12][C:11]3[CH:13]=[C:14]([C:17]4[C:25]5[C:20](=[CH:21][C:22]([F:26])=[CH:23][CH:24]=5)[N:19](C(OC(C)(C)C)=O)[CH:18]=4)[CH:15]=[CH:16][C:10]=3[S:9]2(=[O:35])=[O:34])[CH2:4][O:3]1.FC(F)(F)C(O)=O. Product: [OH:6][C@H:5]([CH2:4][OH:3])[CH2:7][N:8]1[CH2:12][C:11]2[CH:13]=[C:14]([C:17]3[C:25]4[C:20](=[CH:21][C:22]([F:26])=[CH:23][CH:24]=4)[NH:19][CH:18]=3)[CH:15]=[CH:16][C:10]=2[S:9]1(=[O:35])=[O:34]. The catalyst class is: 4. (5) Reactant: [Cl:1][C:2]1[C:9]([CH3:10])=[C:8]([C:11]2[C@@H:12]([O:20][CH2:21][CH2:22][F:23])[C@@H:13]3[C@@H:18](O)[CH2:17][CH2:16][N:14]3[N:15]=2)[CH:7]=[CH:6][C:3]=1[C:4]#[N:5].CCN(S(F)(F)[F:30])CC. Product: [Cl:1][C:2]1[C:9]([CH3:10])=[C:8]([C:11]2[C@@H:12]([O:20][CH2:21][CH2:22][F:23])[C@@H:13]3[C@H:18]([F:30])[CH2:17][CH2:16][N:14]3[N:15]=2)[CH:7]=[CH:6][C:3]=1[C:4]#[N:5]. The catalyst class is: 34. (6) Product: [N:17]1([C:8]([O:9][C:10]2[CH:11]=[CH:12][CH:13]=[CH:14][CH:15]=2)=[O:16])[CH2:24][CH:23]=[CH:22][CH2:21][NH:20][CH2:19][CH2:18]1. The catalyst class is: 4. Reactant: C1(O[C:8](=[O:16])[O:9][C:10]2[CH:15]=[CH:14][CH:13]=[CH:12][CH:11]=2)C=CC=CC=1.[NH:17]1[CH2:24][CH:23]=[CH:22][CH2:21][NH:20][CH2:19][CH2:18]1. (7) Reactant: [F:1][C:2]1[CH:3]=[C:4](B(O)O)[C:5]([O:8][CH3:9])=[N:6][CH:7]=1.[Br:13][C:14]1[CH:19]=[CH:18][C:17](I)=[CH:16][C:15]=1[O:21][CH3:22].C(=O)([O-])[O-].[K+].[K+]. Product: [Br:13][C:14]1[CH:19]=[CH:18][C:17]([C:4]2[C:5]([O:8][CH3:9])=[N:6][CH:7]=[C:2]([F:1])[CH:3]=2)=[CH:16][C:15]=1[O:21][CH3:22]. The catalyst class is: 368. (8) Reactant: [C:1]([OH:16])(=[O:15])[CH2:2][CH2:3][CH2:4][CH2:5][CH2:6][CH2:7][CH2:8][CH2:9][CH2:10][CH2:11][C:12]([OH:14])=[O:13].[CH2:17](O)[C:18]1[CH:23]=[CH:22][CH:21]=[CH:20][CH:19]=1.C1(N=C=NC2CCCCC2)CCCCC1.C(OCC)(=O)C.CCCCCC. Product: [CH2:17]([O:13][C:12](=[O:14])[CH2:11][CH2:10][CH2:9][CH2:8][CH2:7][CH2:6][CH2:5][CH2:4][CH2:3][CH2:2][C:1]([OH:16])=[O:15])[C:18]1[CH:23]=[CH:22][CH:21]=[CH:20][CH:19]=1. The catalyst class is: 172. (9) Reactant: [Cl:1][C:2]1[CH:47]=[CH:46][C:45]([CH2:48][CH2:49][CH2:50][O:51][CH3:52])=[CH:44][C:3]=1[CH2:4][N:5]([CH:41]1[CH2:43][CH2:42]1)[C:6](=[O:40])[CH:7]([CH2:17][C:18]1[CH:23]=[CH:22][C:21]([O:24][CH2:25][CH2:26][O:27][C:28]2[C:33]([Cl:34])=[CH:32][C:31]([CH2:35][CH2:36][CH2:37][OH:38])=[CH:30][C:29]=2[Cl:39])=[CH:20][CH:19]=1)[CH2:8][NH:9]C(=O)OC(C)(C)C.Cl. Product: [NH2:9][CH2:8][CH:7]([CH2:17][C:18]1[CH:23]=[CH:22][C:21]([O:24][CH2:25][CH2:26][O:27][C:28]2[C:29]([Cl:39])=[CH:30][C:31]([CH2:35][CH2:36][CH2:37][OH:38])=[CH:32][C:33]=2[Cl:34])=[CH:20][CH:19]=1)[C:6]([N:5]([CH2:4][C:3]1[CH:44]=[C:45]([CH2:48][CH2:49][CH2:50][O:51][CH3:52])[CH:46]=[CH:47][C:2]=1[Cl:1])[CH:41]1[CH2:42][CH2:43]1)=[O:40]. The catalyst class is: 2.